Dataset: Full USPTO retrosynthesis dataset with 1.9M reactions from patents (1976-2016). Task: Predict the reactants needed to synthesize the given product. (1) Given the product [CH2:1]([O:3][C:4](=[O:47])[CH2:5][CH2:6][C:7]1([CH3:46])[O:11][C@@H:10]2[C@@H:12]([CH2:23][OH:24])[O:13][C@@H:14]([N:15]3[C:20](=[O:21])[N:19]([CH2:54]/[CH:55]=[C:56](\[CH3:57])/[CH2:58][CH2:59]/[CH:60]=[C:61](\[CH3:62])/[CH2:63][CH2:64][CH:65]=[C:66]([CH3:68])[CH3:67])[C:18](=[O:22])[CH:17]=[N:16]3)[C@@H:9]2[O:8]1)[CH3:2], predict the reactants needed to synthesize it. The reactants are: [CH2:1]([O:3][C:4](=[O:47])[CH2:5][CH2:6][C:7]1([CH3:46])[O:11][C@@H:10]2[C@@H:12]([CH2:23][O:24]C(C3C=CC(OC)=CC=3)(C3C=CC=CC=3)C3C=CC=CC=3)[O:13][C@@H:14]([N:15]3[C:20](=[O:21])[NH:19][C:18](=[O:22])[CH:17]=[N:16]3)[C@@H:9]2[O:8]1)[CH3:2].C(=O)([O-])[O-].[K+].[K+].[CH2:54](Br)[CH:55]=[C:56]([CH2:58][CH2:59][CH:60]=[C:61]([CH2:63][CH2:64][CH:65]=[C:66]([CH3:68])[CH3:67])[CH3:62])[CH3:57]. (2) Given the product [CH:26]([NH:29][C:30](=[O:31])[C:6]1[CH:7]=[CH:2][CH:3]=[C:4]([C:9]2[N:13]3[C:14]4[N:22]=[C:21]([O:23][CH3:24])[CH:20]=[CH:19][C:15]=4[N:16]=[C:17]([CH3:18])[C:12]3=[C:11]([CH3:25])[N:10]=2)[CH:5]=1)([CH3:28])[CH3:27], predict the reactants needed to synthesize it. The reactants are: Cl[C:2]1[CH:3]=[C:4]([C:9]2[N:13]3[C:14]4[N:22]=[C:21]([O:23][CH3:24])[CH:20]=[CH:19][C:15]=4[N:16]=[C:17]([CH3:18])[C:12]3=[C:11]([CH3:25])[N:10]=2)[CH:5]=[C:6](Cl)[CH:7]=1.[CH:26]([NH:29][C:30](C1C=C(B(O)O)C=CC=1)=[O:31])([CH3:28])[CH3:27].C([O-])([O-])=O.[K+].[K+]. (3) The reactants are: [CH2:1]([C:5]1[N:10]=[C:9]([C:11]([NH:13][C:14]2[CH:19]=[CH:18][CH:17]=[CH:16][C:15]=2[C:20]2[S:21][C:22]3[C:27]([N:28]=2)=[CH:26][C:25]([CH2:29][O:30][CH:31]2[CH2:36][CH2:35][NH:34][CH2:33][CH2:32]2)=[CH:24][N:23]=3)=[O:12])[CH:8]=[C:7]([NH:37][CH:38]2CCNCC2)[N:6]=1)[CH2:2][CH2:3][CH3:4].CC(O[C:49]([N:51](CCN)[CH3:52])=O)(C)C. Given the product [CH2:1]([C:5]1[N:10]=[C:9]([C:11]([NH:13][C:14]2[CH:19]=[CH:18][CH:17]=[CH:16][C:15]=2[C:20]2[S:21][C:22]3[C:27]([N:28]=2)=[CH:26][C:25]([CH2:29][O:30][CH:31]2[CH2:36][CH2:35][NH:34][CH2:33][CH2:32]2)=[CH:24][N:23]=3)=[O:12])[CH:8]=[C:7]([NH:37][CH2:38][CH2:49][NH:51][CH3:52])[N:6]=1)[CH2:2][CH2:3][CH3:4], predict the reactants needed to synthesize it. (4) Given the product [OH:1][CH2:2][C:3]1[CH:8]=[CH:7][C:6]([C:13]2[CH:14]=[CH:15][C:16]([O:19][CH2:20][CH:21]3[CH2:22][CH2:23][N:24]([C:27]([O:29][CH:30]([CH3:32])[CH3:31])=[O:28])[CH2:25][CH2:26]3)=[CH:17][CH:18]=2)=[CH:5][CH:4]=1, predict the reactants needed to synthesize it. The reactants are: [OH:1][CH2:2][C:3]1[CH:8]=[CH:7][C:6](B(O)O)=[CH:5][CH:4]=1.Br[C:13]1[CH:18]=[CH:17][C:16]([O:19][CH2:20][CH:21]2[CH2:26][CH2:25][N:24]([C:27]([O:29][CH:30]([CH3:32])[CH3:31])=[O:28])[CH2:23][CH2:22]2)=[CH:15][CH:14]=1. (5) Given the product [CH:13]([N:8]1[CH:7]=[N:6][C:5]2[C:9]1=[N:10][C:2]([Cl:1])=[N:3][C:4]=2[Cl:11])([CH2:14][CH3:15])[CH3:12], predict the reactants needed to synthesize it. The reactants are: [Cl:1][C:2]1[N:10]=[C:9]2[C:5]([NH:6][CH:7]=[N:8]2)=[C:4]([Cl:11])[N:3]=1.[CH3:12][CH:13](O)[CH2:14][CH3:15].C1(P(C2C=CC=CC=2)C2C=CC=CC=2)C=CC=CC=1. (6) The reactants are: [CH:1]([N:4]1[C:8]([C:9]2[N:10]=[C:11]3[C:17]4[CH:18]=[CH:19][C:20]([CH:22]=C)=[CH:21][C:16]=4[O:15][CH2:14][CH2:13][N:12]3[CH:24]=2)=[N:7][C:6]([CH3:25])=[N:5]1)([CH3:3])[CH3:2].I([O-])(=O)(=O)=[O:27].[Na+]. Given the product [CH:1]([N:4]1[C:8]([C:9]2[N:10]=[C:11]3[C:17]4[CH:18]=[CH:19][C:20]([CH:22]=[O:27])=[CH:21][C:16]=4[O:15][CH2:14][CH2:13][N:12]3[CH:24]=2)=[N:7][C:6]([CH3:25])=[N:5]1)([CH3:2])[CH3:3], predict the reactants needed to synthesize it. (7) Given the product [CH:8]1([C:5]2[CH:6]=[CH:7][C:2]([B:11]([OH:16])[OH:12])=[CH:3][CH:4]=2)[CH2:10][CH2:9]1, predict the reactants needed to synthesize it. The reactants are: Br[C:2]1[CH:7]=[CH:6][C:5]([CH:8]2[CH2:10][CH2:9]2)=[CH:4][CH:3]=1.[B:11](OC(C)C)([O:16]C(C)C)[O:12]C(C)C.Cl.